Predict the product of the given reaction. From a dataset of Forward reaction prediction with 1.9M reactions from USPTO patents (1976-2016). (1) Given the reactants [C:1]([C:3]([C:19]#[N:20])([CH2:13][CH2:14][C:15]([F:18])([F:17])[F:16])[CH2:4][CH:5]1[CH2:10][CH2:9][C:8]([C:11]#[CH:12])=[CH:7][CH2:6]1)#[N:2].ClC1C=CC=C(C(OO)=[O:29])C=1.S([O-])([O-])=O.[Na+].[Na+], predict the reaction product. The product is: [C:1]([C:3]([C:19]#[N:20])([CH2:13][CH2:14][C:15]([F:18])([F:17])[F:16])[CH2:4][CH:5]1[CH2:10][CH2:9][C:8]2([O:29][CH:7]2[CH2:6]1)[C:11]#[CH:12])#[N:2]. (2) Given the reactants [O:1]=[C:2]1[CH2:6][CH2:5][C:4](=[O:7])[N:3]1[O:8][C:9](=[O:17])[C:10]1[CH:15]=[CH:14][C:13]([OH:16])=[CH:12][CH:11]=1.[CH3:18][N:19]([C:23]1[CH:28]=[CH:27][CH:26]=[CH:25][CH:24]=1)[C:20](Cl)=[O:21], predict the reaction product. The product is: [O:7]=[C:4]1[CH2:5][CH2:6][C:2](=[O:1])[N:3]1[O:8][C:9](=[O:17])[C:10]1[CH:15]=[CH:14][C:13]([O:16][C:20](=[O:21])[N:19]([CH3:18])[C:23]2[CH:28]=[CH:27][CH:26]=[CH:25][CH:24]=2)=[CH:12][CH:11]=1. (3) Given the reactants [CH2:1]([O:3][C:4]([C:6]1[NH:7][C:8]2[C:13]([CH:14]=1)=[CH:12][CH:11]=[C:10]([Br:15])[CH:9]=2)=[O:5])[CH3:2].[C:16]([O:20][C:21]([N:23]1[CH2:27][C@H:26]([CH3:28])OS1(=O)=O)=[O:22])([CH3:19])([CH3:18])[CH3:17], predict the reaction product. The product is: [CH2:1]([O:3][C:4]([C:6]1[N:7]([C@H:26]([CH3:28])[CH2:27][NH:23][C:21]([O:20][C:16]([CH3:19])([CH3:18])[CH3:17])=[O:22])[C:8]2[C:13]([CH:14]=1)=[CH:12][CH:11]=[C:10]([Br:15])[CH:9]=2)=[O:5])[CH3:2]. (4) Given the reactants [Br:1][C:2]1[CH:21]=[CH:20][C:5]2[C:6](=[O:19])[CH:7]([C:9](=[O:18])[C:10]3[CH:15]=[CH:14][C:13]([Cl:16])=[CH:12][C:11]=3[Cl:17])[O:8][C:4]=2[CH:3]=1.S(OC)(O[CH3:26])(=O)=O.C(=O)([O-])[O-].[Cs+].[Cs+], predict the reaction product. The product is: [Br:1][C:2]1[CH:21]=[CH:20][C:5]2[C:6]([O:19][CH3:26])=[C:7]([C:9]([C:10]3[CH:15]=[CH:14][C:13]([Cl:16])=[CH:12][C:11]=3[Cl:17])=[O:18])[O:8][C:4]=2[CH:3]=1. (5) Given the reactants [NH2:1][CH:2]([C:11]1[C:16]([O:17][CH3:18])=[CH:15][CH:14]=[CH:13][C:12]=1[O:19][CH3:20])[CH2:3][CH:4]([CH3:10])[C:5]([O:7]CC)=O.[CH3:21][N:22]1[C:30]2[C:25](=[CH:26][CH:27]=[CH:28][CH:29]=2)[CH:24]=[C:23]1[CH:31]=O, predict the reaction product. The product is: [CH3:18][O:17][C:16]1[CH:15]=[CH:14][CH:13]=[C:12]([O:19][CH3:20])[C:11]=1[CH:2]1[N:1]([CH2:31][C:23]2[N:22]([CH3:21])[C:30]3[C:25]([CH:24]=2)=[CH:26][CH:27]=[CH:28][CH:29]=3)[C:5](=[O:7])[CH:4]([CH3:10])[CH2:3]1. (6) Given the reactants C(N(CCC)[C:5]1[CH:10]=[CH:9][C:8]([NH:11][C:12](=[O:27])[C:13]2[CH:18]=[CH:17][C:16]([CH2:19][NH:20][CH2:21][C:22]3[NH:23][CH:24]=[CH:25][N:26]=3)=[CH:15][CH:14]=2)=[CH:7][CH:6]=1)CC.[N:31]1[CH:36]=[CH:35][C:34]([CH:37]=O)=[CH:33][CH:32]=1.[C:39]([BH3-])#[N:40].[Na+].C(=O)(O)[O-].[Na+], predict the reaction product. The product is: [CH2:6]([N:40]([CH2:39][C:5]1[CH:6]=[CH:7][C:8]([NH:11][C:12](=[O:27])[C:13]2[CH:14]=[CH:15][C:16]([CH2:19][N:20]([CH2:21][C:22]3[NH:23][CH:24]=[CH:25][N:26]=3)[CH2:37][C:34]3[CH:35]=[CH:36][N:31]=[CH:32][CH:33]=3)=[CH:17][CH:18]=2)=[CH:9][CH:10]=1)[CH2:7][CH2:8][CH3:9])[CH2:5][CH3:10].